This data is from Peptide-MHC class I binding affinity with 185,985 pairs from IEDB/IMGT. The task is: Regression. Given a peptide amino acid sequence and an MHC pseudo amino acid sequence, predict their binding affinity value. This is MHC class I binding data. (1) The peptide sequence is MPDTLFEGV. The MHC is HLA-B27:03 with pseudo-sequence HLA-B27:03. The binding affinity (normalized) is 0.0847. (2) The peptide sequence is IINNAVYTK. The MHC is HLA-A11:01 with pseudo-sequence HLA-A11:01. The binding affinity (normalized) is 0.738. (3) The peptide sequence is AVFKDSFLGK. The MHC is HLA-B44:02 with pseudo-sequence HLA-B44:02. The binding affinity (normalized) is 0. (4) The peptide sequence is TAVPWNASW. The MHC is HLA-B40:02 with pseudo-sequence HLA-B40:02. The binding affinity (normalized) is 0. (5) The peptide sequence is KPARGGSSI. The MHC is HLA-A31:01 with pseudo-sequence HLA-A31:01. The binding affinity (normalized) is 0.0847.